Dataset: Reaction yield outcomes from USPTO patents with 853,638 reactions. Task: Predict the reaction yield, written as a fraction of the theoretical maximum amount of product (1.0 means a 100% yield; for example, 0.34 means a 34% yield). (1) The reactants are [OH:1][CH:2]1[C@@H:6]2[CH2:7][N:8]([C:10]3[N:11]=[C:12]([C:31]4[O:32][C:33]([C:36]5[CH:41]=[CH:40][CH:39]=[CH:38][CH:37]=5)=[N:34][N:35]=4)[C:13]([N:16]([C:24]([O:26][C:27]([CH3:30])([CH3:29])[CH3:28])=[O:25])[C:17](=[O:23])[O:18][C:19]([CH3:22])([CH3:21])[CH3:20])=[N:14][CH:15]=3)[CH2:9][C@@H:5]2[CH2:4][CH2:3]1.CC(OI1(OC(C)=O)(OC(C)=O)OC(=O)C2C=CC=CC1=2)=O. The catalyst is C(Cl)Cl. The product is [O:1]=[C:2]1[C@@H:6]2[CH2:7][N:8]([C:10]3[N:11]=[C:12]([C:31]4[O:32][C:33]([C:36]5[CH:41]=[CH:40][CH:39]=[CH:38][CH:37]=5)=[N:34][N:35]=4)[C:13]([N:16]([C:24]([O:26][C:27]([CH3:30])([CH3:29])[CH3:28])=[O:25])[C:17](=[O:23])[O:18][C:19]([CH3:20])([CH3:21])[CH3:22])=[N:14][CH:15]=3)[CH2:9][C@@H:5]2[CH2:4][CH2:3]1. The yield is 0.550. (2) The reactants are [BH4-].[Na+].[CH3:3][O:4][C:5]([C:7]1([C:10]2[CH:11]=[C:12]3[C:17](=[CH:18][CH:19]=2)[O:16][CH2:15][CH2:14][C:13]3=O)[CH2:9][CH2:8]1)=[O:6]. The catalyst is FC(F)(F)C(O)=O. The product is [CH3:3][O:4][C:5]([C:7]1([C:10]2[CH:11]=[C:12]3[C:17](=[CH:18][CH:19]=2)[O:16][CH2:15][CH2:14][CH2:13]3)[CH2:8][CH2:9]1)=[O:6]. The yield is 0.920. (3) The reactants are [OH:1][CH2:2][CH2:3][CH2:4][C:5]([O:7][Li:8])=[O:6].N1C=CN=C1.[CH3:14][C:15]([Si:18](Cl)([CH3:20])[CH3:19])([CH3:17])[CH3:16].O. The catalyst is CN(C=O)C. The product is [Si:18]([O:1][CH2:2][CH2:3][CH2:4][C:5]([O:7][Li:8])=[O:6])([C:15]([CH3:17])([CH3:16])[CH3:14])([CH3:20])[CH3:19]. The yield is 0.890. (4) The reactants are [CH3:1][C:2]1[N:3]=[C:4]([CH2:10][CH2:11][C:12]2[C:13]([C:18]3[CH:23]=[CH:22][CH:21]=[CH:20][CH:19]=3)=[N:14][O:15][C:16]=2[CH3:17])[S:5][C:6]=1[C:7](O)=[O:8].C(N1C=CN=C1)([N:26]1C=CN=C1)=O.[OH-].[NH4+]. The catalyst is CN(C=O)C. The product is [CH3:1][C:2]1[N:3]=[C:4]([CH2:10][CH2:11][C:12]2[C:13]([C:18]3[CH:23]=[CH:22][CH:21]=[CH:20][CH:19]=3)=[N:14][O:15][C:16]=2[CH3:17])[S:5][C:6]=1[C:7]([NH2:26])=[O:8]. The yield is 0.870. (5) The reactants are Cl[CH2:2][C:3]1[N:12]([C:13]2[CH:18]=[CH:17][CH:16]=[CH:15][CH:14]=2)[C:11](=[O:19])[C:10]2[C:5](=[CH:6][CH:7]=[C:8]([N+:20]([O-:22])=[O:21])[CH:9]=2)[N:4]=1.C(=O)([O-])[O-].[K+].[K+].[CH2:29]([N:31]([CH2:39][CH2:40][NH:41][CH3:42])[C:32](=[O:38])[O:33][C:34]([CH3:37])([CH3:36])[CH3:35])[CH3:30].[I-].[K+]. The catalyst is CC#N. The product is [CH2:29]([N:31]([CH2:39][CH2:40][N:41]([CH3:42])[CH2:2][C:3]1[N:12]([C:13]2[CH:18]=[CH:17][CH:16]=[CH:15][CH:14]=2)[C:11](=[O:19])[C:10]2[C:5](=[CH:6][CH:7]=[C:8]([N+:20]([O-:22])=[O:21])[CH:9]=2)[N:4]=1)[C:32](=[O:38])[O:33][C:34]([CH3:37])([CH3:35])[CH3:36])[CH3:30]. The yield is 0.330.